From a dataset of Full USPTO retrosynthesis dataset with 1.9M reactions from patents (1976-2016). Predict the reactants needed to synthesize the given product. (1) Given the product [NH2:31][C:30]1[N:1]([C:2]2[CH:3]=[C:4]([CH:11]=[CH:12][C:13]=2[CH3:14])[C:5]([NH:7][CH:8]2[CH2:9][CH2:10]2)=[O:6])[N:29]=[CH:28][C:27]=1[C:32](=[O:35])[C:33]1[CH:19]=[CH:20][C:15]([CH3:25])=[CH:16][CH:17]=1, predict the reactants needed to synthesize it. The reactants are: [NH2:1][C:2]1[CH:3]=[C:4]([CH:11]=[CH:12][C:13]=1[CH3:14])[C:5]([NH:7][CH:8]1[CH2:10][CH2:9]1)=[O:6].[C:15]1([CH3:25])[CH:20]=[CH:19]C(S(O)(=O)=O)=[CH:17][CH:16]=1.N[CH:27]([C:30]#[N:31])[C:28]#[N:29].[C:32]([O-:35])(=O)[CH3:33].[Na+].[OH-].[Na+]. (2) Given the product [O:11]=[C:12]1[CH2:16][CH2:15][N:14]([C:17]([O:19][C:20]([CH3:23])([CH3:22])[CH3:21])=[O:18])[CH2:13]1, predict the reactants needed to synthesize it. The reactants are: C(Cl)(=O)C(Cl)=O.CS(C)=O.[OH:11][CH:12]1[CH2:16][CH2:15][N:14]([C:17]([O:19][C:20]([CH3:23])([CH3:22])[CH3:21])=[O:18])[CH2:13]1.C(N(C(C)C)CC)(C)C. (3) Given the product [NH2:14][C:13]1[CH:12]=[C:11]([CH3:10])[C:17]([CH3:18])=[CH:16][C:15]=1[C:4]([C:3]1[CH:6]=[CH:7][CH:8]=[CH:9][C:2]=1[Cl:1])=[O:5], predict the reactants needed to synthesize it. The reactants are: [Cl:1][C:2]1[CH:9]=[CH:8][CH:7]=[CH:6][C:3]=1[CH:4]=[O:5].[CH3:10][C:11]1[CH:12]=[C:13]([CH:15]=[CH:16][C:17]=1[CH3:18])[NH2:14]. (4) Given the product [F:19][C:20]([F:33])([F:34])[C:21]1[CH:22]=[C:23]([NH:31][NH:10][C:8](=[O:9])[CH:7]([N:6]2[CH2:5][CH2:4][N:3]3[CH2:16][CH2:17][CH2:18][C@@H:2]3[CH2:1]2)[C:11]2[S:12][CH:13]=[CH:14][N:15]=2)[CH:24]=[C:25]([C:27]([F:28])([F:30])[F:29])[CH:26]=1, predict the reactants needed to synthesize it. The reactants are: [CH2:1]1[N:6]([CH:7]([C:11]2[S:12][CH:13]=[CH:14][N:15]=2)[C:8]([NH2:10])=[O:9])[CH2:5][CH2:4][N:3]2[CH2:16][CH2:17][CH2:18][C@H:2]12.[F:19][C:20]([F:34])([F:33])[C:21]1[CH:22]=[C:23]([NH:31]N)[CH:24]=[C:25]([C:27]([F:30])([F:29])[F:28])[CH:26]=1. (5) Given the product [ClH:4].[CH3:9][O:10][CH2:11][CH2:12][S:13]([NH:16][C:17]1[CH:18]=[C:19]2[C:24](=[CH:25][CH:26]=1)[CH2:23][NH:22][CH2:21][CH2:20]2)(=[O:15])=[O:14], predict the reactants needed to synthesize it. The reactants are: C([Cl:4])(=O)C.C(O)(C)C.[CH3:9][O:10][CH2:11][CH2:12][S:13]([NH:16][C:17]1[CH:18]=[C:19]2[C:24](=[CH:25][CH:26]=1)[CH2:23][N:22](C(OC(C)(C)C)=O)[CH2:21][CH2:20]2)(=[O:15])=[O:14]. (6) Given the product [O:1]1[CH:5]=[CH:4][CH:3]=[C:2]1[C:6]1[CH:11]=[C:10]([S:12]([CH3:13])=[O:23])[N:9]=[C:8]([NH2:14])[N:7]=1, predict the reactants needed to synthesize it. The reactants are: [O:1]1[CH:5]=[CH:4][CH:3]=[C:2]1[C:6]1[CH:11]=[C:10]([S:12][CH3:13])[N:9]=[C:8]([NH2:14])[N:7]=1.C1(C2[O:23]N2S(C2C=CC=CC=2)(=O)=O)C=CC=CC=1. (7) Given the product [Br-:21].[CH2:14]([N+:4]1[CH:5]=[CH:6][CH:7]=[C:2]([OH:1])[C:3]=1[C:8]1[CH:9]=[CH:10][CH:11]=[CH:12][CH:13]=1)[C:15]1[CH:20]=[CH:19][CH:18]=[CH:17][CH:16]=1, predict the reactants needed to synthesize it. The reactants are: [OH:1][C:2]1[C:3]([C:8]2[CH:13]=[CH:12][CH:11]=[CH:10][CH:9]=2)=[N:4][CH:5]=[CH:6][CH:7]=1.[CH2:14]([Br:21])[C:15]1[CH:20]=[CH:19][CH:18]=[CH:17][CH:16]=1. (8) Given the product [F:1][C:2]1[CH:7]=[CH:6][C:5]([C:8]2[C:19](=[O:20])[N:18]([CH3:21])[C:11]3[N:12]=[C:13]([NH:34][CH3:33])[N:14]=[CH:15][C:10]=3[CH:9]=2)=[CH:4][C:3]=1[NH:22][C:23]([NH:25][C:26]1[C:27]([CH3:32])=[N:28][CH:29]=[N:30][CH:31]=1)=[O:24], predict the reactants needed to synthesize it. The reactants are: [F:1][C:2]1[CH:7]=[CH:6][C:5]([C:8]2[C:19](=[O:20])[N:18]([CH3:21])[C:11]3[N:12]=[C:13](SC)[N:14]=[CH:15][C:10]=3[CH:9]=2)=[CH:4][C:3]=1[NH:22][C:23]([NH:25][C:26]1[C:27]([CH3:32])=[N:28][CH:29]=[N:30][CH:31]=1)=[O:24].[CH3:33][NH2:34].C1COCC1.